Predict the reaction yield, written as a fraction of the theoretical maximum amount of product (1.0 means a 100% yield; for example, 0.34 means a 34% yield). From a dataset of Reaction yield outcomes from USPTO patents with 853,638 reactions. The reactants are [O:1]1[C:5]([C:6]2[CH:14]=[CH:13][C:9]([C:10]([NH2:12])=O)=[CH:8][CH:7]=2)=[CH:4][N:3]=[CH:2]1.B.C1COCC1. The catalyst is C1COCC1. The product is [O:1]1[C:5]([C:6]2[CH:7]=[CH:8][C:9]([CH2:10][NH2:12])=[CH:13][CH:14]=2)=[CH:4][N:3]=[CH:2]1. The yield is 0.320.